From a dataset of Full USPTO retrosynthesis dataset with 1.9M reactions from patents (1976-2016). Predict the reactants needed to synthesize the given product. (1) Given the product [Br:23][CH:24]([CH3:28])[C:25]([NH:1][C:2]1[N:6]([CH:7]2[CH2:12][CH2:11][O:10][CH2:9][CH2:8]2)[N:5]=[CH:4][C:3]=1[C:13]([NH2:15])=[O:14])=[O:26], predict the reactants needed to synthesize it. The reactants are: [NH2:1][C:2]1[N:6]([CH:7]2[CH2:12][CH2:11][O:10][CH2:9][CH2:8]2)[N:5]=[CH:4][C:3]=1[C:13]([NH2:15])=[O:14].C(N(CC)CC)C.[Br:23][CH:24]([CH3:28])[C:25](Br)=[O:26]. (2) Given the product [Br:1][C:2]1[CH:7]=[CH:6][C:5]([NH:8][C:10]([C:11]2[CH:16]=[CH:15][CH:14]=[CH:13][CH:12]=2)([C:23]2[CH:24]=[CH:25][CH:26]=[CH:27][CH:28]=2)[C:17]2[CH:18]=[CH:19][CH:20]=[CH:21][CH:22]=2)=[N:4][C:3]=1[CH3:9], predict the reactants needed to synthesize it. The reactants are: [Br:1][C:2]1[C:3]([CH3:9])=[N:4][C:5]([NH2:8])=[CH:6][CH:7]=1.[C:10](Cl)([C:23]1[CH:28]=[CH:27][CH:26]=[CH:25][CH:24]=1)([C:17]1[CH:22]=[CH:21][CH:20]=[CH:19][CH:18]=1)[C:11]1[CH:16]=[CH:15][CH:14]=[CH:13][CH:12]=1. (3) Given the product [CH3:17][C:14]1[S:13][C:12]([C:5]2[CH:6]=[CH:7][C:2]([OH:1])=[CH:3][CH:4]=2)=[N:16][CH:15]=1, predict the reactants needed to synthesize it. The reactants are: [OH:1][C:2]1[CH:7]=[CH:6][C:5](B(O)O)=[CH:4][CH:3]=1.Br[C:12]1[S:13][C:14]([CH3:17])=[CH:15][N:16]=1.C([O-])([O-])=O.[Na+].[Na+].